From a dataset of Experimentally validated miRNA-target interactions with 360,000+ pairs, plus equal number of negative samples. Binary Classification. Given a miRNA mature sequence and a target amino acid sequence, predict their likelihood of interaction. (1) The miRNA is mmu-miR-1894-5p with sequence CUCUCCCCUACCACCUGCCUCU. The protein sequence of the target gene is MASPLPSGFPARRNSRLDVFLRRHLPPEVYDAVRAYEPCIVVSNSENHILKYVVLSDRLVYLTENPPKSIRRVVALRDVVAIDLIDDYPEFLSSPDREISQHIRIIYSSTVLKKECKKSNSVRKFLFPFHHTKANNKKVKEEKNGLAFWRSKESRSLKESPLRDQQESSTPSKDSTLCPRPGLKKLSLHGQGAFRPLPSPSRRSSQSAPTTGKAVSEPSCTTNTKEPQGLPDHNSISEIPFKCNGNGNEFYLGNSLLDSPSQSNSNLEKKESELHLYVISTTSSIFLHLKSSWNNYIIKA.... Result: 0 (no interaction). (2) The miRNA is cgr-miR-30a-5p with sequence UGUAAACAUCCUCGACUGGAAGC. The protein sequence of the target gene is MSRFPAVAGRAPRRQEEGERPIELQEERPSAVRIADREEKGCTSQEGGTTPTFPIQKQRKKLIQAVRDNSFLIVTGNTGSGKTTQLPKYLYEAGFSQHGMIGVTQPRKVAAISVAQRVAEEMKCTLGSKVGYQVRFDDCSSKETAIKYMTDGCLLKHILGDPNLSKFSVIILDEAHERTLTTDILFGLLKKLFQDKSPNRKEHLKVVVMSATMELAKLSAFFGNCPIFDIPGRLYPVREKFCNLIGPRDRENTAYIQAIVKVTMDIHLNEMAGDILVFLTGQFEIEKSCELLFQMAESVD.... Result: 0 (no interaction). (3) The miRNA is hsa-miR-515-5p with sequence UUCUCCAAAAGAAAGCACUUUCUG. The protein sequence of the target gene is MARVGPGRAGVSCQGRGRGRGGSGQRRPPTWEISDSDAEDSAGSEAAARARDPAGERRAAAEALRLLRPEQVLKRLAVCVDTAILEDAGADVLMEALEALGCECRIEPQRPARSLRWTRASPDPCPRSLPPEVWAAGEQELLLLLEPEEFLQGVATLTQISGPTHWVPWISPETTARPHLAVIGLDAYLWSRQHVSRGTQQPESPKVAGAEVAVSWPEVEEALVLLQLWANLDVLLVASWQELSRHVCAVTKALAQYPLKQYRESQAFSFCTAGRWAAGEPVARDGAGLQAAWRRQIRQF.... Result: 0 (no interaction). (4) The miRNA is hsa-miR-649 with sequence AAACCUGUGUUGUUCAAGAGUC. The protein sequence of the target gene is MRRIGAFGGSTALWALLAAHVAGAFEPVSVGIAIGAVSALTGYLSYTDFYCRFTECCHEERPLNTSALKLDLEEKLFGQHLATEVILKALTGFRNNKNSKKPLTLSLHGWAGTGKNFISQIVAENLYPKGLKSNFVHLFVSTLHFPHEQKIKVYQDQLQKWIRGNVSACGSSVFIFDEMDKLHPGIIDAIKPFLDYYEQVDGISYRRAIFIFLSNAGGDLITKTALDFWRAGRKREEIQLKDLEPVLSVGVFNNKHSGLWHSGLIDKNLIDYFIPFLPLEYKHVKMCVRAEMRARGAAVD.... Result: 0 (no interaction). (5) The miRNA is mmu-miR-17-5p with sequence CAAAGUGCUUACAGUGCAGGUAG. The protein sequence of the target gene is MSAATAPERGWKSEKVDEAQALARSCAARRPDFQPCDGLSICATHSHGKCFKLHWCCHLGWCHCKYVYQPMTPVEQLPSTEIPAKPREPTNTIQISVSLTEHFLKFASVFQPPLPPDSPRYCMISDLFIDNYQVKCINGKMCYVQKQQAPHSQKMSPEEVSAHDALISKESDTPKLGHCSSPSGSEDSGINAIGAHYVESCDEDTEEGAELSSEEDYSPESSWEPDECTLLSPSQSDLEVIETMETTV. Result: 1 (interaction). (6) The miRNA is hsa-miR-5197-5p with sequence CAAUGGCACAAACUCAUUCUUGA. The protein sequence of the target gene is MSSSVKTPALEELVPGSEEKPKGRSPLSWGSLFGHRSEKIVFAKSDGGTDENVLTVTITETTVIESDLGVWSSRALLYLTLWFFFSFCTLFLNKYILSLLGGEPSMLGAVQMLSTTVIGCVKTLVPCCLYQHKARLSYPPNFLMTMLFVGLMRFATVVLGLVSLKNVAVSFAETVKSSAPIFTVIMSRMILGEYTGLLVNLSLIPVMGGLALCTATEISFNVLGFSAALSTNIMDCLQNVFSKKLLSGDKYRFSAPELQFYTSAAAVAMLVPARVFFTDVPVIGRSGKSFSYNQDVVLLL.... Result: 1 (interaction). (7) The miRNA is mmu-miR-540-3p with sequence AGGUCAGAGGUCGAUCCUGG. The protein sequence of the target gene is MLRCLYHWHRPVLNRRWSRLCLPKQYLFTMKLQSPEFQSLFTEGLKSLTELFVKENHELRIAGGAVRDLLNGVKPQDIDFATTATPTQMKEMFQSAGIRMINNRGEKHGTITARLHEENFEITTLRIDVTTDGRHAEVEFTTDWQKDAERRDLTINSMFLGFDGTLFDYFNGYEDLKNKKVRFVGHAKQRIQEDYLRILRYFRFYGRIVDKPGDHDPETLEAIAENAKGLAGISGERIWVELKKILVGNHVNHLIHLIYDLDVAPYIGLPANASLEEFDKVSKNVDGFSPKPVTLLASLF.... Result: 0 (no interaction). (8) The miRNA is hsa-miR-6829-3p with sequence UGCCUCCUCCGUGGCCUCAG. The protein sequence of the target gene is MECDLMETDILESLEDLGYKGPLLEDGALSQAVSAGASSPEFTKLCAWLVSELRVLCKLEENVQATNSPSEAEEFQLEVSGLLGEMNCPYLSLTSGDVTKRLLIQKNCLLLLTYLISELEAARMLCVNAPPKKAQEGGGSEVFQELKGICIALGMSKPPANITMFQFFSGIEKKLKETLAKVPPNHVGKPLLKKPMGPAHWEKIEAINQAIANEYEVRRKLLIKRLDVTVQSFGWSDRAKSQTEKLAKVYQPKRSVLSPKTTISVAHLLAARQDLSKILRTSSGSIREKTACAINKVLMG.... Result: 1 (interaction).